Predict which catalyst facilitates the given reaction. From a dataset of Catalyst prediction with 721,799 reactions and 888 catalyst types from USPTO. Reactant: [N:1]([CH2:4][CH2:5][C:6]#[C:7][C:8]1[CH:9]=[C:10]([CH:29]=[CH:30][CH:31]=1)[O:11][Si:12]([C:25]([CH3:28])([CH3:27])[CH3:26])([C:19]1[CH:24]=[CH:23][CH:22]=[CH:21][CH:20]=1)[C:13]1[CH:18]=[CH:17][CH:16]=[CH:15][CH:14]=1)=[N+]=[N-]. Product: [Si:12]([O:11][C:10]1[CH:9]=[C:8]([CH2:7][CH2:6][CH2:5][CH2:4][NH2:1])[CH:31]=[CH:30][CH:29]=1)([C:25]([CH3:26])([CH3:27])[CH3:28])([C:19]1[CH:24]=[CH:23][CH:22]=[CH:21][CH:20]=1)[C:13]1[CH:14]=[CH:15][CH:16]=[CH:17][CH:18]=1. The catalyst class is: 43.